The task is: Predict the reaction yield, written as a fraction of the theoretical maximum amount of product (1.0 means a 100% yield; for example, 0.34 means a 34% yield).. This data is from Reaction yield outcomes from USPTO patents with 853,638 reactions. (1) The reactants are [CH:1]12[CH2:10][CH:5]3[CH2:6][CH:7]([CH2:9][CH:3]([CH2:4]3)[CH:2]1[NH:11][C:12]([C@H:14]1[CH2:19][O:18][CH2:17][CH2:16][NH:15]1)=[O:13])[CH2:8]2.[C:20]([O:24][C:25](=[O:30])[NH:26][CH2:27][CH:28]=O)([CH3:23])([CH3:22])[CH3:21].[BH3-]C#N.[Na+]. The catalyst is CO. The yield is 0.630. The product is [C:20]([O:24][C:25](=[O:30])[NH:26][CH2:27][CH2:28][N:15]1[CH2:16][CH2:17][O:18][CH2:19][C@@H:14]1[C:12]([NH:11][CH:2]1[CH:3]2[CH2:9][CH:7]3[CH2:6][CH:5]([CH2:10][CH:1]1[CH2:8]3)[CH2:4]2)=[O:13])([CH3:23])([CH3:22])[CH3:21]. (2) The reactants are Cl.[CH3:2][O:3][C:4](=[O:17])[C@H:5]([NH2:16])[CH2:6][C:7]1[C:15]2[C:10](=[CH:11][CH:12]=[CH:13][CH:14]=2)[NH:9][CH:8]=1.[F:18][C:19]1[CH:20]=[C:21]([C:29]2[CH:39]=[C:38]([C:40](O)=[O:41])[C:32]3[O:33][CH2:34][CH2:35][CH2:36][CH2:37][C:31]=3[CH:30]=2)[CH:22]=[C:23]([C:25](=[O:28])[NH:26][CH3:27])[CH:24]=1.C1C=C2N=NN(O)C2=CC=1.O.CCN=C=NCCCN(C)C. The catalyst is CN(C=O)C.C(N(CC)CC)C. The product is [CH3:2][O:3][C:4](=[O:17])[C@H:5]([NH:16][C:40]([C:38]1[C:32]2[O:33][CH2:34][CH2:35][CH2:36][CH2:37][C:31]=2[CH:30]=[C:29]([C:21]2[CH:22]=[C:23]([C:25](=[O:28])[NH:26][CH3:27])[CH:24]=[C:19]([F:18])[CH:20]=2)[CH:39]=1)=[O:41])[CH2:6][C:7]1[C:15]2[C:10](=[CH:11][CH:12]=[CH:13][CH:14]=2)[NH:9][CH:8]=1. The yield is 0.880. (3) The reactants are Cl.[NH2:2][C@@H:3]([CH2:33][CH:34]([CH3:36])[CH3:35])[C:4]([NH:6][C@@H:7]([CH3:32])[C:8]([N:10]1[CH2:14][C@H:13]([OH:15])[CH2:12][C@H:11]1[C:16]([NH:18][CH2:19][C:20]1[CH:25]=[CH:24][C:23]([C:26]2[S:30][CH:29]=[N:28][C:27]=2[CH3:31])=[CH:22][CH:21]=1)=[O:17])=[O:9])=[O:5].[CH3:37][O:38][CH2:39][C:40](O)=[O:41].CCN(C(C)C)C(C)C.CN(C(ON1N=NC2C=CC=NC1=2)=[N+](C)C)C.F[P-](F)(F)(F)(F)F. The catalyst is CN(C=O)C. The product is [OH:15][C@H:13]1[CH2:14][N:10]([C:8](=[O:9])[C@@H:7]([NH:6][C:4](=[O:5])[C@@H:3]([NH:2][C:40](=[O:41])[CH2:39][O:38][CH3:37])[CH2:33][CH:34]([CH3:36])[CH3:35])[CH3:32])[C@H:11]([C:16]([NH:18][CH2:19][C:20]2[CH:25]=[CH:24][C:23]([C:26]3[S:30][CH:29]=[N:28][C:27]=3[CH3:31])=[CH:22][CH:21]=2)=[O:17])[CH2:12]1. The yield is 0.560. (4) The yield is 0.510. The product is [I:1][C:2]1[C:6]2[N:7]=[CH:8][N:9]=[C:10]([NH2:11])[C:5]=2[N:4]([C:13]2[CH:18]=[CH:17][C:16]([N+:19]([O-:21])=[O:20])=[C:15]([O:22][CH3:23])[CH:14]=2)[N:3]=1. The reactants are [I:1][C:2]1[C:6]2[N:7]=[CH:8][N:9]=[C:10]([NH2:11])[C:5]=2[NH:4][N:3]=1.F[C:13]1[CH:18]=[CH:17][C:16]([N+:19]([O-:21])=[O:20])=[C:15]([O:22][CH3:23])[CH:14]=1.[H-].[Na+]. The catalyst is CN(C)C=O. (5) The reactants are [CH3:1][C:2]1[CH:3]=[C:4]([C:12]2[C:18]3[CH:19]=[C:20]4[O:25][CH2:24][O:23][C:21]4=[CH:22][C:17]=3[CH2:16][C@@H:15]([CH3:26])[NH:14][N:13]=2)[CH:5]=[C:6]([CH3:11])[C:7]=1[N+:8]([O-:10])=[O:9].CC1CC2C=C3OCOC3=CC=2C(C2C=CC([N+]([O-])=O)=CC=2)=NN1[C:51]([Cl:53])=[S:52]. The catalyst is C(Cl)(Cl)Cl. The product is [CH3:1][C:2]1[CH:3]=[C:4]([C:12]2[C:18]3[CH:19]=[C:20]4[O:25][CH2:24][O:23][C:21]4=[CH:22][C:17]=3[CH2:16][C@@H:15]([CH3:26])[N:14]([C:51]([Cl:53])=[S:52])[N:13]=2)[CH:5]=[C:6]([CH3:11])[C:7]=1[N+:8]([O-:10])=[O:9]. The yield is 0.820. (6) The reactants are [OH:1][C:2]([CH3:35])([CH3:34])[CH2:3][C@@:4]1([C:28]2[CH:33]=[CH:32][CH:31]=[CH:30][CH:29]=2)[O:9][C:8](=[O:10])[N:7]([C@H:11]([C:13]2[CH:18]=[CH:17][C:16](B3OC(C)(C)C(C)(C)O3)=[CH:15][CH:14]=2)[CH3:12])[CH2:6][CH2:5]1.Br[C:37]1[CH:38]=[CH:39][C:40](=[O:46])[N:41]([CH:43]2[CH2:45][CH2:44]2)[CH:42]=1.C([O-])([O-])=O.[Cs+].[Cs+].C(Cl)Cl. The catalyst is O1CCOCC1.C1C=CC(P(C2C=CC=CC=2)[C-]2C=CC=C2)=CC=1.C1C=CC(P(C2C=CC=CC=2)[C-]2C=CC=C2)=CC=1.Cl[Pd]Cl.[Fe+2]. The product is [CH:43]1([N:41]2[C:40](=[O:46])[CH:39]=[CH:38][C:37]([C:16]3[CH:15]=[CH:14][C:13]([C@@H:11]([N:7]4[CH2:6][CH2:5][C@:4]([CH2:3][C:2]([OH:1])([CH3:34])[CH3:35])([C:28]5[CH:33]=[CH:32][CH:31]=[CH:30][CH:29]=5)[O:9][C:8]4=[O:10])[CH3:12])=[CH:18][CH:17]=3)=[CH:42]2)[CH2:45][CH2:44]1. The yield is 0.740. (7) The reactants are C(OC(=O)[NH:7][CH:8]1[CH2:13][CH2:12][CH:11]([CH2:14][NH:15][C:16]2[C:21]([Br:22])=[CH:20][N:19]=[C:18]([NH:23][CH2:24][C:25]3[CH:30]=[CH:29][CH:28]=[CH:27][C:26]=3[O:31][C:32]([F:35])([F:34])[F:33])[N:17]=2)[CH2:10][CH2:9]1)(C)(C)C.C(O)(C(F)(F)F)=O. The catalyst is C(Cl)Cl. The product is [NH2:7][C@H:8]1[CH2:9][CH2:10][C@H:11]([CH2:14][NH:15][C:16]2[C:21]([Br:22])=[CH:20][N:19]=[C:18]([NH:23][CH2:24][C:25]3[CH:30]=[CH:29][CH:28]=[CH:27][C:26]=3[O:31][C:32]([F:33])([F:34])[F:35])[N:17]=2)[CH2:12][CH2:13]1. The yield is 0.730. (8) The reactants are [C:1]([O:5][C:6](=[O:29])[NH:7][CH:8]1[CH2:13][CH2:12][N:11]([CH2:14][CH2:15][N:16]2[C:21]3[CH:22]=[C:23]([O:26][CH3:27])[CH:24]=[CH:25][C:20]=3[O:19][CH2:18][C:17]2=[O:28])[CH2:10][CH2:9]1)([CH3:4])([CH3:3])[CH3:2].I([O-])(=O)(=O)=[O:31].[Na+]. The catalyst is O.C(OCC)(=O)C.C(OCC)(=O)C.O.[Ru](=O)=O. The product is [C:1]([O:5][C:6](=[O:29])[NH:7][CH:8]1[CH2:9][CH2:10][N:11]([CH2:14][CH2:15][N:16]2[C:21]3[CH:22]=[C:23]([O:26][CH3:27])[CH:24]=[CH:25][C:20]=3[O:19][CH2:18][C:17]2=[O:28])[C:12](=[O:31])[CH2:13]1)([CH3:4])([CH3:2])[CH3:3]. The yield is 0.250.